From a dataset of Full USPTO retrosynthesis dataset with 1.9M reactions from patents (1976-2016). Predict the reactants needed to synthesize the given product. (1) Given the product [NH:37]1[C:38]2[C:43](=[CH:42][CH:41]=[CH:40][CH:39]=2)[C:35]([C:32]2[CH2:33][CH2:34][N:29]([CH2:12][CH:13]3[O:28][C:17]4=[C:18]5[C:23](=[CH:24][CH:25]=[C:16]4[O:15][CH2:14]3)[N:22]=[C:21]([CH3:26])[C:20]([CH3:27])=[N:19]5)[CH2:30][CH:31]=2)=[CH:36]1, predict the reactants needed to synthesize it. The reactants are: CC1C=CC(S(O[CH2:12][C@@H:13]2[O:28][C:17]3=[C:18]4[C:23](=[CH:24][CH:25]=[C:16]3[O:15][CH2:14]2)[N:22]=[C:21]([CH3:26])[C:20]([CH3:27])=[N:19]4)(=O)=O)=CC=1.[NH:29]1[CH2:34][CH:33]=[C:32]([C:35]2[C:43]3[C:38](=[CH:39][CH:40]=[CH:41][CH:42]=3)[NH:37][CH:36]=2)[CH2:31][CH2:30]1. (2) The reactants are: [CH:1]1[C:10]2[C:5](=[CH:6][CH:7]=[CH:8][CH:9]=2)[CH:4]=[CH:3][C:2]=1[C:11](Cl)=[O:12].CO.[NH3:16]. Given the product [CH:1]1[C:10]2[C:5](=[CH:6][CH:7]=[CH:8][CH:9]=2)[CH:4]=[CH:3][C:2]=1[C:11]([NH2:16])=[O:12], predict the reactants needed to synthesize it. (3) Given the product [C:1]([C:3]1[CH:4]=[CH:5][C:6]([O:9][C:10]2[CH:11]=[C:12]([CH3:26])[C:13]3[CH:17]([CH2:18][C:19]([OH:21])=[O:20])[O:16][B:15]([OH:24])[C:14]=3[CH:25]=2)=[N:7][CH:8]=1)(=[O:27])[NH2:2], predict the reactants needed to synthesize it. The reactants are: [C:1]([C:3]1[CH:4]=[CH:5][C:6]([O:9][C:10]2[CH:11]=[C:12]([CH3:26])[C:13]3[CH:17]([CH2:18][C:19]([O:21]CC)=[O:20])[O:16][B:15]([OH:24])[C:14]=3[CH:25]=2)=[N:7][CH:8]=1)#[N:2].[OH-:27].[Na+].